From a dataset of Reaction yield outcomes from USPTO patents with 853,638 reactions. Predict the reaction yield, written as a fraction of the theoretical maximum amount of product (1.0 means a 100% yield; for example, 0.34 means a 34% yield). (1) The reactants are [CH3:1][CH:2]1[CH2:7][NH:6][CH2:5][CH:4]([CH3:8])[N:3]1[C:9]1[S:10][C:11]2[CH:17]=[C:16]([C:18]([F:21])([F:20])[F:19])[CH:15]=[CH:14][C:12]=2[N:13]=1.[CH3:22][O:23][C:24](=[O:34])[CH2:25][C:26]1[CH:31]=[CH:30][CH:29]=[C:28]([CH2:32]Br)[CH:27]=1.C(=O)([O-])[O-].[K+].[K+].CN(C)C=O. The catalyst is O. The product is [CH3:22][O:23][C:24](=[O:34])[CH2:25][C:26]1[CH:31]=[CH:30][CH:29]=[C:28]([CH2:32][N:6]2[CH2:5][CH:4]([CH3:8])[N:3]([C:9]3[S:10][C:11]4[CH:17]=[C:16]([C:18]([F:21])([F:20])[F:19])[CH:15]=[CH:14][C:12]=4[N:13]=3)[CH:2]([CH3:1])[CH2:7]2)[CH:27]=1. The yield is 0.650. (2) The reactants are Cl[C:2]1[S:3][C:4]2[CH:10]=[CH:9][CH:8]=[C:7]([CH3:11])[C:5]=2[N:6]=1.[Br:12][C:13]1[CH:19]=[CH:18][C:16]([NH2:17])=[C:15]([F:20])[CH:14]=1.Cl. The catalyst is CCCCO. The product is [Br:12][C:13]1[CH:19]=[CH:18][C:16]([NH:17][C:2]2[S:3][C:4]3[CH:10]=[CH:9][CH:8]=[C:7]([CH3:11])[C:5]=3[N:6]=2)=[C:15]([F:20])[CH:14]=1. The yield is 0.890. (3) The reactants are S(Cl)(Cl)=O.[Br:5][CH2:6][C@@:7]([OH:12])([CH3:11])[C:8](O)=[O:9].[N+:13]([C:16]1[CH:22]=[CH:21][C:19]([NH2:20])=[CH:18][C:17]=1[C:23]([F:26])([F:25])[F:24])([O-:15])=[O:14]. The catalyst is CC(N(C)C)=O. The product is [N+:13]([C:16]1[CH:22]=[CH:21][C:19]([NH:20][C:8](=[O:9])[C@:7]([OH:12])([CH3:11])[CH2:6][Br:5])=[CH:18][C:17]=1[C:23]([F:24])([F:25])[F:26])([O-:15])=[O:14]. The yield is 0.800. (4) The reactants are [CH3:1][O:2][C:3]([C:5]1[CH:6]=[N:7][N:8]2[C:13](Cl)=[C:12]([C:15]3[CH:20]=[CH:19][C:18]([F:21])=[CH:17][C:16]=3[F:22])[C:11]([Cl:23])=[N:10][C:9]=12)=[O:4].C(O)(=O)C. The catalyst is CO.C1COCC1.[Zn].[Cu]. The product is [CH3:1][O:2][C:3]([C:5]1[CH:6]=[N:7][N:8]2[CH:13]=[C:12]([C:15]3[CH:20]=[CH:19][C:18]([F:21])=[CH:17][C:16]=3[F:22])[C:11]([Cl:23])=[N:10][C:9]=12)=[O:4]. The yield is 0.297. (5) The catalyst is C(Cl)Cl. The reactants are [Si:1](Cl)([C:4]([CH3:7])([CH3:6])[CH3:5])([CH3:3])[CH3:2].[CH:9]([N:22]1[CH2:25][CH:24]([OH:26])[CH2:23]1)([C:16]1[CH:21]=[CH:20][CH:19]=[CH:18][CH:17]=1)[C:10]1[CH:15]=[CH:14][CH:13]=[CH:12][CH:11]=1.N1C=CN=C1. The product is [CH:9]([N:22]1[CH2:25][CH:24]([O:26][Si:1]([C:4]([CH3:7])([CH3:6])[CH3:5])([CH3:3])[CH3:2])[CH2:23]1)([C:16]1[CH:21]=[CH:20][CH:19]=[CH:18][CH:17]=1)[C:10]1[CH:11]=[CH:12][CH:13]=[CH:14][CH:15]=1. The yield is 1.13. (6) The reactants are [N:1]1[CH:6]=[CH:5][CH:4]=[CH:3][C:2]=1[C:7]#[C:8][C:9]1[CH:10]=[C:11]([O:26][C:27]([F:30])([F:29])[F:28])[CH:12]=[C:13]2[C:18]=1[O:17][CH:16]([C:19]([F:22])([F:21])[F:20])[C:15]([C:23]([OH:25])=[O:24])=[CH:14]2. The catalyst is CC(O)=O.[Pd]. The product is [N:1]1[CH:6]=[CH:5][CH:4]=[CH:3][C:2]=1[CH2:7][CH2:8][C:9]1[CH:10]=[C:11]([O:26][C:27]([F:30])([F:28])[F:29])[CH:12]=[C:13]2[C:18]=1[O:17][CH:16]([C:19]([F:22])([F:21])[F:20])[C:15]([C:23]([OH:25])=[O:24])=[CH:14]2. The yield is 0.530. (7) The reactants are [F:1][C:2]([F:30])([F:29])[C:3]1[CH:8]=[CH:7][N:6]=[C:5]([NH:9][C:10]2[CH:11]=[C:12]([C:16]3[S:20][C:19]([NH:21]C(=O)OC(C)(C)C)=[N:18][CH:17]=3)[CH:13]=[CH:14][CH:15]=2)[N:4]=1.FC(F)(F)C(O)=O. The catalyst is C(Cl)Cl. The product is [NH2:21][C:19]1[S:20][C:16]([C:12]2[CH:11]=[C:10]([NH:9][C:5]3[N:4]=[C:3]([C:2]([F:30])([F:29])[F:1])[CH:8]=[CH:7][N:6]=3)[CH:15]=[CH:14][CH:13]=2)=[CH:17][N:18]=1. The yield is 0.697.